The task is: Predict the reactants needed to synthesize the given product.. This data is from Full USPTO retrosynthesis dataset with 1.9M reactions from patents (1976-2016). (1) Given the product [F:1][C:2]1[CH:19]=[C:18]([F:20])[CH:17]=[CH:16][C:3]=1[CH2:4][N:5]1[C:10](=[O:11])[CH:9]=[CH:8][C:7]([CH2:12][OH:13])=[N:6]1, predict the reactants needed to synthesize it. The reactants are: [F:1][C:2]1[CH:19]=[C:18]([F:20])[CH:17]=[CH:16][C:3]=1[CH2:4][N:5]1[C:10](=[O:11])[CH:9]=[CH:8][C:7]([C:12](OC)=[O:13])=[N:6]1.[BH4-].[Na+].CO. (2) Given the product [CH:25]1([NH:28][C:21]([C:17]2[S:16][C:15](/[CH:14]=[CH:13]/[C:12]3[C:8]([C:5]4[CH:4]=[CH:3][C:2]([F:1])=[CH:7][N:6]=4)=[N:9][O:10][C:11]=3[CH3:24])=[N:19][C:18]=2[CH3:20])=[O:23])[CH2:27][CH2:26]1, predict the reactants needed to synthesize it. The reactants are: [F:1][C:2]1[CH:3]=[CH:4][C:5]([C:8]2[C:12](/[CH:13]=[CH:14]/[C:15]3[S:16][C:17]([C:21]([OH:23])=O)=[C:18]([CH3:20])[N:19]=3)=[C:11]([CH3:24])[O:10][N:9]=2)=[N:6][CH:7]=1.[CH:25]1([NH2:28])[CH2:27][CH2:26]1. (3) Given the product [CH:1]([C:4]1[N:5]=[CH:6][NH:7][C:8]=1[CH2:9][OH:10])([CH3:3])[CH3:2], predict the reactants needed to synthesize it. The reactants are: [CH:1]([C:4]1[N:5]=[CH:6][NH:7][C:8]=1[C:9](OCC)=[O:10])([CH3:3])[CH3:2].[H-].[Al+3].[Li+].[H-].[H-].[H-]. (4) Given the product [F:28][C:29]1[CH:34]=[C:33]([C:2]2[C:3]([N:22]3[CH2:26][CH2:25][C@@H:24]([OH:27])[CH2:23]3)=[N:4][CH:5]=[C:6]([CH:21]=2)[C:7]([NH:9][C:10]2[CH:11]=[CH:12][C:13]([O:16][C:17]([F:19])([F:20])[F:18])=[CH:14][CH:15]=2)=[O:8])[CH:32]=[C:31]([C:44]([OH:47])([CH3:45])[CH3:46])[CH:30]=1, predict the reactants needed to synthesize it. The reactants are: Br[C:2]1[C:3]([N:22]2[CH2:26][CH2:25][C@@H:24]([OH:27])[CH2:23]2)=[N:4][CH:5]=[C:6]([CH:21]=1)[C:7]([NH:9][C:10]1[CH:15]=[CH:14][C:13]([O:16][C:17]([F:20])([F:19])[F:18])=[CH:12][CH:11]=1)=[O:8].[F:28][C:29]1[CH:30]=[C:31]([C:44]([OH:47])([CH3:46])[CH3:45])[CH:32]=[C:33](B2OC(C)(C)C(C)(C)O2)[CH:34]=1.